From a dataset of Full USPTO retrosynthesis dataset with 1.9M reactions from patents (1976-2016). Predict the reactants needed to synthesize the given product. (1) Given the product [CH2:6]1[C:1]2([O:11][CH2:10][CH2:9][CH2:8][O:7]2)[CH2:2][CH2:3][CH2:4][CH2:5]1, predict the reactants needed to synthesize it. The reactants are: [C:1]1(=[O:7])[CH2:6][CH2:5][CH2:4][CH2:3][CH2:2]1.[CH2:8](O)[CH2:9][CH2:10][OH:11]. (2) Given the product [C:32]([O:36][C:37]([N:39]1[CH2:44][CH2:43][N:42]([C:20]2[S:21][C:17](=[CH:16][C:12]3[CH:11]=[C:10]4[C:15](=[CH:14][CH:13]=3)[N:7]([CH2:6][C:5]3[CH:26]=[CH:27][C:2]([Cl:1])=[CH:3][C:4]=3[C:28]([F:29])([F:31])[F:30])[N:8]=[CH:9]4)[C:18](=[O:25])[N:19]=2)[CH2:41][C@@H:40]1[CH2:45][OH:46])=[O:38])([CH3:35])([CH3:34])[CH3:33], predict the reactants needed to synthesize it. The reactants are: [Cl:1][C:2]1[CH:27]=[CH:26][C:5]([CH2:6][N:7]2[C:15]3[C:10](=[CH:11][C:12]([CH:16]=[C:17]4[S:21][C:20](SCC)=[N:19][C:18]4=[O:25])=[CH:13][CH:14]=3)[CH:9]=[N:8]2)=[C:4]([C:28]([F:31])([F:30])[F:29])[CH:3]=1.[C:32]([O:36][C:37]([N:39]1[CH2:44][CH2:43][NH:42][CH2:41][CH:40]1[CH2:45][OH:46])=[O:38])([CH3:35])([CH3:34])[CH3:33].